From a dataset of Full USPTO retrosynthesis dataset with 1.9M reactions from patents (1976-2016). Predict the reactants needed to synthesize the given product. (1) Given the product [NH2:20][C:9]1[CH:8]=[C:7]2[C:12]([C:13]3([CH2:19][CH2:18][CH2:17][CH2:16]3)[C:14](=[O:15])[N:5]([CH2:4][CH:1]3[CH2:2][CH2:3]3)[C:6]2=[O:23])=[CH:11][CH:10]=1, predict the reactants needed to synthesize it. The reactants are: [CH:1]1([CH2:4][N:5]2[C:14](=[O:15])[C:13]3([CH2:19][CH2:18][CH2:17][CH2:16]3)[C:12]3[C:7](=[CH:8][C:9]([N+:20]([O-])=O)=[CH:10][CH:11]=3)[C:6]2=[O:23])[CH2:3][CH2:2]1.[H][H]. (2) Given the product [F:25][C:22]1[CH:23]=[CH:24][C:19]([NH:18][C:17]2[N:12]3[N:11]=[CH:10][C:9]([S:6]([NH2:5])(=[O:8])=[O:7])=[C:13]3[N:14]=[CH:15][C:16]=2[C:27]([N:29]2[CH2:34][CH2:33][CH:32]([C:35]3[CH:36]=[CH:37][CH:38]=[CH:39][CH:40]=3)[CH2:31][CH2:30]2)=[O:28])=[C:20]([CH3:26])[CH:21]=1, predict the reactants needed to synthesize it. The reactants are: C([NH:5][S:6]([C:9]1[CH:10]=[N:11][N:12]2[C:17]([NH:18][C:19]3[CH:24]=[CH:23][C:22]([F:25])=[CH:21][C:20]=3[CH3:26])=[C:16]([C:27]([N:29]3[CH2:34][CH2:33][CH:32]([C:35]4[CH:40]=[CH:39][CH:38]=[CH:37][CH:36]=4)[CH2:31][CH2:30]3)=[O:28])[CH:15]=[N:14][C:13]=12)(=[O:8])=[O:7])(C)(C)C.C1(OC)C=CC=CC=1. (3) Given the product [ClH:10].[C:2]([C:4]1[CH:9]=[CH:8][N:7]=[CH:6][CH:5]=1)(=[NH:11])[NH2:3], predict the reactants needed to synthesize it. The reactants are: [Na].[C:2]([C:4]1[CH:9]=[CH:8][N:7]=[CH:6][CH:5]=1)#[N:3].[Cl-:10].[NH4+:11].C(OCC)C. (4) Given the product [C:25]([S:24][CH2:23][C@@:22]([CH3:32])([C:29]([OH:31])=[O:30])[NH2:21])([CH3:28])([CH3:26])[CH3:27], predict the reactants needed to synthesize it. The reactants are: C1N(CCO)CCN(CCS(O)(=O)=O)C1.[OH-].[Na+].C([NH:21][C@:22]([CH3:32])([C:29]([OH:31])=[O:30])[CH2:23][S:24][C:25]([CH3:28])([CH3:27])[CH3:26])(=O)N.NCCS.[OH-].[Na+].Cl. (5) Given the product [CH2:6]([O:5][P:4]([C:9]1[CH:14]=[CH:13][C:12]([O:15][CH3:16])=[C:11]([NH2:17])[CH:10]=1)(=[O:8])[O:3][CH2:1][CH3:2])[CH3:7], predict the reactants needed to synthesize it. The reactants are: [CH2:1]([O:3][P:4]([C:9]1[CH:14]=[CH:13][C:12]([O:15][CH3:16])=[C:11]([N+:17]([O-])=O)[CH:10]=1)(=[O:8])[O:5][CH2:6][CH3:7])[CH3:2].NC1C2N=C(CO)NC=2C=CC=1. (6) Given the product [F:24][C:20]1([F:23])[CH2:19][CH2:18][C:17]([CH:16]([C:26]2[CH:31]=[CH:30][CH:29]=[C:28]([C:32]3[CH:33]=[N:34][N:35]([CH2:37][CH3:38])[CH:36]=3)[CH:27]=2)[NH:15][C:6](=[O:7])[C:5]2[CH:9]=[CH:10][C:2]([F:1])=[CH:3][C:4]=2[C:11]([F:14])([F:13])[F:12])([OH:25])[CH2:22][CH2:21]1, predict the reactants needed to synthesize it. The reactants are: [F:1][C:2]1[CH:10]=[CH:9][C:5]([C:6](Cl)=[O:7])=[C:4]([C:11]([F:14])([F:13])[F:12])[CH:3]=1.[NH2:15][CH:16]([C:26]1[CH:31]=[CH:30][CH:29]=[C:28]([C:32]2[CH:33]=[N:34][N:35]([CH2:37][CH3:38])[CH:36]=2)[CH:27]=1)[C:17]1([OH:25])[CH2:22][CH2:21][C:20]([F:24])([F:23])[CH2:19][CH2:18]1.C(N(CC)CC)C. (7) Given the product [Cl:1][C:2]1[CH:7]=[CH:6][C:5](/[CH:8]=[CH:9]/[C:10]2[CH:11]=[C:12]([N:16]3[C:20]([CH2:21][CH3:22])=[C:19]([C:23]([N:33]4[CH2:34][CH2:35][CH:31]([N:30]([CH2:36][CH3:37])[CH2:28][CH3:29])[CH2:32]4)=[O:24])[C:18]([CH2:26][CH3:27])=[N:17]3)[CH:13]=[CH:14][CH:15]=2)=[CH:4][CH:3]=1, predict the reactants needed to synthesize it. The reactants are: [Cl:1][C:2]1[CH:7]=[CH:6][C:5](/[CH:8]=[CH:9]/[C:10]2[CH:11]=[C:12]([N:16]3[C:20]([CH2:21][CH3:22])=[C:19]([C:23](O)=[O:24])[C:18]([CH2:26][CH3:27])=[N:17]3)[CH:13]=[CH:14][CH:15]=2)=[CH:4][CH:3]=1.[CH2:28]([N:30]([CH2:36][CH3:37])[CH:31]1[CH2:35][CH2:34][NH:33][CH2:32]1)[CH3:29].